Dataset: Catalyst prediction with 721,799 reactions and 888 catalyst types from USPTO. Task: Predict which catalyst facilitates the given reaction. (1) Reactant: [CH3:1][O:2][CH2:3][C:4]([C:6]1[CH:11]=[CH:10][C:9]([C:12]([F:15])([F:14])[F:13])=[CH:8][CH:7]=1)=O.Cl.[NH2:17][OH:18].C(N(CC)CC)C. Product: [OH:18][N:17]=[C:4]([C:6]1[CH:11]=[CH:10][C:9]([C:12]([F:15])([F:14])[F:13])=[CH:8][CH:7]=1)[CH2:3][O:2][CH3:1]. The catalyst class is: 8. (2) Reactant: [CH:1]1[C:10]2[C:5](=[CH:6][CH:7]=[CH:8][CH:9]=2)[CH:4]=[CH:3][C:2]=1[CH2:11][N:12]([CH:18]1[CH2:23][CH2:22][N:21]([C:24]2[N:25]=[CH:26][CH:27]=[C:28]3[CH:32]=[CH:31][O:30][C:29]=23)[CH2:20][CH2:19]1)[C:13](=O)OCC.[H-].[H-].[H-].[H-].[Li+].[Al+3].O.[OH-].[Na+]. Product: [O:30]1[C:29]2=[C:24]([N:21]3[CH2:20][CH2:19][CH:18]([N:12]([CH3:13])[CH2:11][C:2]4[CH:3]=[CH:4][C:5]5[C:10](=[CH:9][CH:8]=[CH:7][CH:6]=5)[CH:1]=4)[CH2:23][CH2:22]3)[N:25]=[CH:26][CH:27]=[C:28]2[CH:32]=[CH:31]1. The catalyst class is: 7. (3) Reactant: [C:1]([O:5][C:6]([N:8]1[CH2:12][CH2:11][CH:10]([C:13](=[O:18])[CH2:14][CH2:15][S:16][CH3:17])[C:9]1=O)=[O:7])([CH3:4])([CH3:3])[CH3:2]. Product: [C:1]([O:5][C:6]([N:8]1[CH2:12][CH2:11][CH:10]([CH:13]([OH:18])[CH2:14][CH2:15][S:16][CH3:17])[CH2:9]1)=[O:7])([CH3:4])([CH3:3])[CH3:2]. The catalyst class is: 1. (4) Reactant: [Cl:1][C:2]1[CH:3]=[C:4]([CH:9]2[CH:13]([C:14]([N:16]3[CH2:21][CH2:20][N:19]([C:22]4[C:23]5[C@H:30]([CH3:31])[CH2:29][CH2:28][C:24]=5[N:25]=[CH:26][N:27]=4)[CH2:18][CH2:17]3)=[O:15])[CH2:12][N:11](C(OC(C)(C)C)=O)[CH2:10]2)[CH:5]=[CH:6][C:7]=1[Cl:8].[ClH:39].O1CCOCC1. Product: [ClH:1].[ClH:39].[Cl:1][C:2]1[CH:3]=[C:4]([C@@H:9]2[CH2:10][NH:11][CH2:12][C@H:13]2[C:14]([N:16]2[CH2:21][CH2:20][N:19]([C:22]3[C:23]4[C@H:30]([CH3:31])[CH2:29][CH2:28][C:24]=4[N:25]=[CH:26][N:27]=3)[CH2:18][CH2:17]2)=[O:15])[CH:5]=[CH:6][C:7]=1[Cl:8].[ClH:1].[ClH:1].[Cl:1][C:2]1[CH:3]=[C:4]([C@H:9]2[CH2:10][NH:11][CH2:12][C@@H:13]2[C:14]([N:16]2[CH2:21][CH2:20][N:19]([C:22]3[C:23]4[C@H:30]([CH3:31])[CH2:29][CH2:28][C:24]=4[N:25]=[CH:26][N:27]=3)[CH2:18][CH2:17]2)=[O:15])[CH:5]=[CH:6][C:7]=1[Cl:8]. The catalyst class is: 2. (5) Reactant: [C:1]([N:5]1[CH2:9][CH2:8][C@@H:7]([CH2:10][C:11]([O:13]CC)=O)[CH2:6]1)(=[O:4])[CH2:2][CH3:3].O.[NH2:17][NH2:18]. Product: [C:1]([N:5]1[CH2:9][CH2:8][C@@H:7]([CH2:10][C:11]([NH:17][NH2:18])=[O:13])[CH2:6]1)(=[O:4])[CH2:2][CH3:3]. The catalyst class is: 8. (6) Reactant: Cl[C:2]1[CH:7]=[C:6]([O:8][C:9]2[CH:14]=[CH:13][C:12]([NH:15][C:16]3[CH:21]=[C:20]([C:22]4[CH:27]=[CH:26][CH:25]=[CH:24][CH:23]=4)[N:19]=[C:18]([NH2:28])[N:17]=3)=[CH:11][CH:10]=2)[CH:5]=[CH:4][N:3]=1.C([O-])([O-])=O.[K+].[K+].CC1(C)C(C)(C)OB(/[CH:43]=[CH:44]/[CH2:45][CH2:46][OH:47])O1. Product: [NH2:28][C:18]1[N:17]=[C:16]([NH:15][C:12]2[CH:13]=[CH:14][C:9]([O:8][C:6]3[CH:5]=[CH:4][N:3]=[C:2](/[CH:43]=[CH:44]/[CH2:45][CH2:46][OH:47])[CH:7]=3)=[CH:10][CH:11]=2)[CH:21]=[C:20]([C:22]2[CH:27]=[CH:26][CH:25]=[CH:24][CH:23]=2)[N:19]=1. The catalyst class is: 44. (7) Reactant: Cl.[NH:2]1[CH2:5][CH:4]([OH:6])[CH2:3]1.Br[C:8]1[CH:13]=[CH:12][N:11]2[C:14]3[CH:20]=[CH:19][CH:18]=[CH:17][C:15]=3[N:16]=[C:10]2[N:9]=1.C(N(CC)CC)C. Product: [N:9]1[C:10]2[N:11]([C:14]3[CH:20]=[CH:19][CH:18]=[CH:17][C:15]=3[N:16]=2)[CH:12]=[CH:13][C:8]=1[N:2]1[CH2:5][CH:4]([OH:6])[CH2:3]1. The catalyst class is: 6.